Dataset: Full USPTO retrosynthesis dataset with 1.9M reactions from patents (1976-2016). Task: Predict the reactants needed to synthesize the given product. (1) Given the product [C:1]1([CH2:7][CH2:8][CH2:9][CH:10]([NH:20][C:21]([CH:23]2[CH2:24][CH2:25][N:26]([C:29](=[O:46])[C@H:30]([CH2:39][C:49]3[CH:48]=[CH:8][CH:9]=[CH:10][N:20]=3)[NH2:31])[CH2:27][CH2:28]2)=[O:22])[CH2:11][CH2:12][CH2:13][C:14]2[CH:15]=[CH:16][CH:17]=[CH:18][CH:19]=2)[CH:2]=[CH:3][CH:4]=[CH:5][CH:6]=1, predict the reactants needed to synthesize it. The reactants are: [C:1]1([CH2:7][CH2:8][CH2:9][CH:10]([NH:20][C:21]([CH:23]2[CH2:28][CH2:27][N:26]([C:29](=[O:46])[C@H:30]([CH2:39]C3C=NC=CC=3)[NH:31]C(OC(C)(C)C)=O)[CH2:25][CH2:24]2)=[O:22])[CH2:11][CH2:12][CH2:13][C:14]2[CH:19]=[CH:18][CH:17]=[CH:16][CH:15]=2)[CH:6]=[CH:5][CH:4]=[CH:3][CH:2]=1.F[C:48](F)(F)[C:49](O)=O. (2) The reactants are: [F:1][C:2]1[C:7]([O:8][CH:9]([CH3:11])[CH3:10])=[CH:6][CH:5]=[C:4]([N+:12]([O-:14])=[O:13])[C:3]=1[CH:15](C(OCC)=O)[C:16]([O:18][CH2:19][CH3:20])=[O:17].[Li+].[Cl-].O. Given the product [F:1][C:2]1[C:7]([O:8][CH:9]([CH3:10])[CH3:11])=[CH:6][CH:5]=[C:4]([N+:12]([O-:14])=[O:13])[C:3]=1[CH2:15][C:16]([O:18][CH2:19][CH3:20])=[O:17], predict the reactants needed to synthesize it. (3) Given the product [CH3:22][O:1][CH2:2][C:3]1[CH:4]=[C:5]([CH:10]=[C:11]([C:13]2[CH:18]=[CH:17][C:16]([CH3:19])=[CH:15][N:14]=2)[CH:12]=1)[C:6]([O:8][CH3:9])=[O:7], predict the reactants needed to synthesize it. The reactants are: [OH:1][CH2:2][C:3]1[CH:4]=[C:5]([CH:10]=[C:11]([C:13]2[CH:18]=[CH:17][C:16]([CH3:19])=[CH:15][N:14]=2)[CH:12]=1)[C:6]([O:8][CH3:9])=[O:7].[H-].[Na+].[CH3:22]I. (4) Given the product [CH3:1][O:2][C:3]1[CH:8]=[C:7]([O:9][CH3:10])[CH:6]=[CH:5][C:4]=1[C:11]1[C:12](=[O:33])[O:13][C:14]2[C:19]([C:20]=1[CH2:21][CH2:22][O:23][CH3:24])=[CH:18][CH:17]=[C:16]([C:40]#[N:41])[CH:15]=2, predict the reactants needed to synthesize it. The reactants are: [CH3:1][O:2][C:3]1[CH:8]=[C:7]([O:9][CH3:10])[CH:6]=[CH:5][C:4]=1[C:11]1[C:12](=[O:33])[O:13][C:14]2[C:19]([C:20]=1[CH2:21][CH2:22][O:23][CH3:24])=[CH:18][CH:17]=[C:16](OS(C(F)(F)F)(=O)=O)[CH:15]=2.C(OCC)(=O)C.[CH3:40][N:41](C=O)C. (5) Given the product [Si:36]([O:35][C@H:23]1[C@H:24]([NH:27][C:28](=[O:29])[O:30][C:31]([CH3:34])([CH3:33])[CH3:32])[CH2:25][CH2:26][N:21]([CH2:20][CH2:19][N:10]2[C:11]3[C:6](=[CH:5][CH:4]=[C:3]([O:2][CH3:1])[CH:12]=3)[N:7]=[CH:8][C:9]2=[O:13])[CH2:22]1)([C:39]([CH3:42])([CH3:41])[CH3:40])([CH3:38])[CH3:37], predict the reactants needed to synthesize it. The reactants are: [CH3:1][O:2][C:3]1[CH:12]=[C:11]2[C:6]([N:7]=[CH:8][C:9](=[O:13])[NH:10]2)=[CH:5][CH:4]=1.CS(O[CH2:19][CH2:20][N:21]1[CH2:26][CH2:25][C@@H:24]([NH:27][C:28]([O:30][C:31]([CH3:34])([CH3:33])[CH3:32])=[O:29])[C@H:23]([O:35][Si:36]([C:39]([CH3:42])([CH3:41])[CH3:40])([CH3:38])[CH3:37])[CH2:22]1)(=O)=O.[H-].[Na+]. (6) Given the product [CH:37]1([N:36]([C:41]([O:43][CH2:44][CH3:45])=[O:42])[CH2:35][CH2:34][C@H:9]2[CH2:10][CH2:11][C@@H:12]([N:14]([CH:31]([CH3:33])[CH3:32])[C:15](=[O:30])[C:16]3[CH:21]=[CH:20][C:19]([O:22][CH3:23])=[C:18]([O:24][CH2:25][CH2:26][CH2:27][O:28][CH3:29])[CH:17]=3)[CH2:13][N:8]2[C:6]([O:5][C:1]([CH3:3])([CH3:4])[CH3:2])=[O:7])[CH2:38][CH2:39]1, predict the reactants needed to synthesize it. The reactants are: [C:1]([O:5][C:6]([N:8]1[CH2:13][C@H:12]([N:14]([CH:31]([CH3:33])[CH3:32])[C:15](=[O:30])[C:16]2[CH:21]=[CH:20][C:19]([O:22][CH3:23])=[C:18]([O:24][CH2:25][CH2:26][CH2:27][O:28][CH3:29])[CH:17]=2)[CH2:11][CH2:10][C@H:9]1[CH2:34][CH2:35][NH:36][CH:37]1[CH2:39][CH2:38]1)=[O:7])([CH3:4])([CH3:3])[CH3:2].Cl[C:41]([O:43][CH2:44][CH3:45])=[O:42].C(N(CC)CC)C.C(=O)([O-])O.[Na+]. (7) The reactants are: [Fe:1].[CH2:2]1[C:7](=[O:8])[N:6]([O:9][C:10]([CH2:12][I:13])=[O:11])[C:4](=[O:5])[CH2:3]1. Given the product [O-2:5].[Fe+2:1].[CH2:3]1[C:4](=[O:5])[N:6]([O:9][C:10]([CH2:12][I:13])=[O:11])[C:7](=[O:8])[CH2:2]1, predict the reactants needed to synthesize it. (8) Given the product [CH3:1][O:2][C:3]1[CH:4]=[CH:5][C:6]([CH2:7][N:8]2[CH:17]=[C:16]3[C:10]([N:11]([CH2:19][C:20]4[O:22][N:39]=[C:34]([CH3:35])[N:33]=4)[CH2:12][CH2:13][CH2:14][C:15]3=[O:18])=[N:9]2)=[CH:23][CH:24]=1, predict the reactants needed to synthesize it. The reactants are: [CH3:1][O:2][C:3]1[CH:24]=[CH:23][C:6]([CH2:7][N:8]2[CH:17]=[C:16]3[C:10]([N:11]([CH2:19][C:20]([OH:22])=O)[CH2:12][CH2:13][CH2:14][C:15]3=[O:18])=[N:9]2)=[CH:5][CH:4]=1.CN(C(O[N:33]1N=N[C:35]2C=CC=[N:39][C:34]1=2)=[N+](C)C)C.F[P-](F)(F)(F)(F)F.ONC(=N)C.CCN(CC)CC.C([O-])([O-])=O.[Na+].[Na+].